This data is from Reaction yield outcomes from USPTO patents with 853,638 reactions. The task is: Predict the reaction yield, written as a fraction of the theoretical maximum amount of product (1.0 means a 100% yield; for example, 0.34 means a 34% yield). (1) The reactants are [CH3:1][C:2]1[C:6]([CH2:7][N:8]2[CH:12]=[C:11]([NH2:13])[CH:10]=[N:9]2)=[C:5]([CH3:14])[O:4][N:3]=1.[CH2:15]([N:22]=[C:23]=[O:24])[C:16]1[CH:21]=[CH:20][CH:19]=[CH:18][CH:17]=1. The catalyst is C(#N)C. The product is [CH2:15]([NH:22][C:23]([NH:13][C:11]1[CH:10]=[N:9][N:8]([CH2:7][C:6]2[C:2]([CH3:1])=[N:3][O:4][C:5]=2[CH3:14])[CH:12]=1)=[O:24])[C:16]1[CH:21]=[CH:20][CH:19]=[CH:18][CH:17]=1. The yield is 0.510. (2) The reactants are Cl[C:2]1[C:3]([C:11]([OH:13])=[O:12])=[N:4][N:5]([CH3:10])[C:6](=[O:9])[C:7]=1[CH3:8].[F:14][C:15]1[CH:21]=[C:20]([I:22])[CH:19]=[CH:18][C:16]=1[NH2:17].[Li+].C[Si]([N-][Si](C)(C)C)(C)C. The catalyst is C1COCC1. The product is [F:14][C:15]1[CH:21]=[C:20]([I:22])[CH:19]=[CH:18][C:16]=1[NH:17][C:2]1[C:3]([C:11]([OH:13])=[O:12])=[N:4][N:5]([CH3:10])[C:6](=[O:9])[C:7]=1[CH3:8]. The yield is 0.380.